Dataset: Full USPTO retrosynthesis dataset with 1.9M reactions from patents (1976-2016). Task: Predict the reactants needed to synthesize the given product. (1) Given the product [N:28]1[CH:29]=[CH:30][C:25]([NH:24][C:18](=[O:22])[C:19]([C:9]2[C:10]3[C:15](=[CH:14][CH:13]=[CH:12][CH:11]=3)[N:7]([CH2:6][C:5]3[CH:4]=[CH:3][C:2]([F:1])=[CH:17][CH:16]=3)[CH:8]=2)=[O:20])=[CH:26][CH:27]=1, predict the reactants needed to synthesize it. The reactants are: [F:1][C:2]1[CH:17]=[CH:16][C:5]([CH2:6][N:7]2[C:15]3[C:10](=[CH:11][CH:12]=[CH:13][CH:14]=3)[CH:9]=[CH:8]2)=[CH:4][CH:3]=1.[C:18](Cl)(=[O:22])[C:19](Cl)=[O:20].[NH2:24][C:25]1[CH:30]=[CH:29][N:28]=[CH:27][CH:26]=1. (2) Given the product [Cl:12][C:10]1[CH:9]=[CH:8][C:3]([C:4]([OH:6])=[O:5])=[C:2]([NH:1][C:35]([C:32]2[S:33][CH:34]=[C:30]([C:27]3[CH:28]=[CH:29][C:24]([O:23][CH3:22])=[CH:25][CH:26]=3)[CH:31]=2)=[O:36])[CH:11]=1, predict the reactants needed to synthesize it. The reactants are: [NH2:1][C:2]1[CH:11]=[C:10]([Cl:12])[CH:9]=[CH:8][C:3]=1[C:4]([O:6]C)=[O:5].CCN(C(C)C)C(C)C.[CH3:22][O:23][C:24]1[CH:29]=[CH:28][C:27]([C:30]2[CH:31]=[C:32]([C:35](O)=[O:36])[S:33][CH:34]=2)=[CH:26][CH:25]=1.O=P(Cl)(Cl)Cl.NCCNCCN.CCN(C(C1C=CC=C(C)C=1)=O)CC.[OH-]. (3) Given the product [C:1]1([C:10]2[CH:15]=[CH:14][CH:13]=[CH:12][CH:11]=2)[CH:6]=[CH:5][CH:4]=[CH:3][CH:2]=1, predict the reactants needed to synthesize it. The reactants are: [C:1]1(B(O)O)[CH:6]=[CH:5][CH:4]=[CH:3][CH:2]=1.[C:10]1(Cl)[CH:15]=[CH:14][CH:13]=[CH:12][CH:11]=1. (4) Given the product [CH:14]1([C:12]([C:6]2[CH:7]=[N:8][C:9]3[C:4]([C:5]=2[NH:17][C@H:18]2[CH2:23][CH2:22][C@H:21]([NH:24][C:25](=[O:31])[O:26][C:27]([CH3:29])([CH3:30])[CH3:28])[CH2:20][CH2:19]2)=[CH:3][C:2]([C:38]2[CH:37]=[CH:36][C:35]([OH:49])=[C:34]([O:33][CH3:32])[CH:39]=2)=[CH:11][CH:10]=3)=[O:13])[CH2:16][CH2:15]1, predict the reactants needed to synthesize it. The reactants are: Br[C:2]1[CH:3]=[C:4]2[C:9](=[CH:10][CH:11]=1)[N:8]=[CH:7][C:6]([C:12]([CH:14]1[CH2:16][CH2:15]1)=[O:13])=[C:5]2[NH:17][C@H:18]1[CH2:23][CH2:22][C@H:21]([NH:24][C:25](=[O:31])[O:26][C:27]([CH3:30])([CH3:29])[CH3:28])[CH2:20][CH2:19]1.[CH3:32][O:33][C:34]1[CH:39]=[C:38](B2OC(C)(C)C(C)(C)O2)[CH:37]=[CH:36][C:35]=1[OH:49]. (5) Given the product [CH2:30]([C:22]1[CH:23]=[C:24]([CH3:29])[CH:25]=[C:26]([CH2:27][CH3:28])[C:21]=1[CH:7]1[C:6](=[O:5])[CH:13]2[CH:9]([CH2:10][CH:11]([CH:14]3[O:19][CH2:18][CH2:17][CH2:16][O:15]3)[CH2:12]2)[C:8]1=[O:20])[CH3:31], predict the reactants needed to synthesize it. The reactants are: CC(C)(C)C([O:5][C:6]1[CH:13]2[CH:9]([CH2:10][CH:11]([CH:14]3[O:19][CH2:18][CH2:17][CH2:16][O:15]3)[CH2:12]2)[C:8](=[O:20])[C:7]=1[C:21]1[C:26]([CH2:27][CH3:28])=[CH:25][C:24]([CH3:29])=[CH:23][C:22]=1[CH2:30][CH3:31])=O. (6) Given the product [Cl:1][C:2]1[CH:11]=[C:10]2[C:5]([C:6]([N:12]3[CH2:17][CH2:16][N:15]([C:25]([NH:24][C:18]4[CH:23]=[CH:22][CH:21]=[CH:20][CH:19]=4)=[O:26])[CH2:14][CH2:13]3)=[CH:7][CH:8]=[N:9]2)=[CH:4][CH:3]=1, predict the reactants needed to synthesize it. The reactants are: [Cl:1][C:2]1[CH:11]=[C:10]2[C:5]([C:6]([N:12]3[CH2:17][CH2:16][NH:15][CH2:14][CH2:13]3)=[CH:7][CH:8]=[N:9]2)=[CH:4][CH:3]=1.[C:18]1([N:24]=[C:25]=[O:26])[CH:23]=[CH:22][CH:21]=[CH:20][CH:19]=1.CCCCCC.CCOC(C)=O. (7) Given the product [S:10]1[CH:14]=[CH:13][CH:12]=[C:11]1[C:2]1=[CH:3][C:4](=[O:9])[O:5]/[C:6]/1=[CH:7]\[C:11]1[S:10][CH:14]=[CH:13][CH:12]=1, predict the reactants needed to synthesize it. The reactants are: Br[C:2]1=[CH:3][C:4](=[O:9])[O:5]/[C:6]/1=[CH:7]\Br.[S:10]1[CH:14]=[CH:13][CH:12]=[C:11]1B(O)O.[F-].[Cs+]. (8) The reactants are: O=[C:2]1[CH2:5][N:4]([C:6]([O:8][C:9]([CH3:12])([CH3:11])[CH3:10])=[O:7])[CH2:3]1.[CH3:13][C:14]([S:17]([NH2:19])=[O:18])([CH3:16])[CH3:15]. Given the product [C:14]([S:17]([N:19]=[C:2]1[CH2:5][N:4]([C:6]([O:8][C:9]([CH3:12])([CH3:11])[CH3:10])=[O:7])[CH2:3]1)=[O:18])([CH3:16])([CH3:15])[CH3:13], predict the reactants needed to synthesize it.